From a dataset of Experimentally validated miRNA-target interactions with 360,000+ pairs, plus equal number of negative samples. Binary Classification. Given a miRNA mature sequence and a target amino acid sequence, predict their likelihood of interaction. The miRNA is mmu-miR-34b-5p with sequence AGGCAGUGUAAUUAGCUGAUUGU. The protein sequence of the target gene is MGCTVSAEDKAAAERSKMIDKNLREDGEKAAREVKLLLLGAGESGKSTIVKQMKIIHEDGYSEEECRQYRAVVYSNTIQSIMAIVKAMGNLQIDFADPQRADDARQLFALSCAAEEQGMLPEDLSGVIRRLWADHGVQACFGRSREYQLNDSAAYYLNDLERIAQSDYIPTQQDVLRTRVKTTGIVETHFTFKDLHFKMFDVGGQRSERKKWIHCFEGVTAIIFCVALSAYDLVLAEDEEMNRMHESMKLFDSICNNKWFTDTSIILFLNKKDLFEEKITQSSLTICFPEYTGANKYDEA.... Result: 1 (interaction).